From a dataset of Forward reaction prediction with 1.9M reactions from USPTO patents (1976-2016). Predict the product of the given reaction. (1) The product is: [CH3:5][N:6]([CH3:9])[C:7]1[O:8][C:18]([C:21]2[CH:22]=[CH:23][C:24]3[O:28][CH:27]=[C:26]([C:29]4[CH:34]=[CH:33][CH:32]=[C:31]([O:35][C:36]([F:37])([F:39])[F:38])[CH:30]=4)[C:25]=3[CH:40]=2)=[N:19][N:20]=1. Given the reactants Cl.CON.[CH3:5][N:6]([CH3:9])[CH:7]=[O:8].[H-].[Na+].CS(C1O[C:18]([C:21]2[CH:22]=[CH:23][C:24]3[O:28][CH:27]=[C:26]([C:29]4[CH:34]=[CH:33][CH:32]=[C:31]([O:35][C:36]([F:39])([F:38])[F:37])[CH:30]=4)[C:25]=3[CH:40]=2)=[N:19][N:20]=1)(=O)=O, predict the reaction product. (2) Given the reactants FC(F)(F)S(O[C:7]1[CH2:8][CH:9]2[CH2:13][N:12]([C:14]([O:16][C:17]([CH3:20])([CH3:19])[CH3:18])=[O:15])[CH2:11][CH:10]2[CH:21]=1)(=O)=O.C([O-])(=O)C.[K+].Cl[C:30]1[N:35]=[C:34]2[N:36]([CH3:47])[S:37](=[O:46])(=[O:45])[N:38]([CH2:39][CH:40]3[CH2:42][C:41]3([F:44])[F:43])[C:33]2=[CH:32][CH:31]=1.[O-]P([O-])([O-])=O.[K+].[K+].[K+], predict the reaction product. The product is: [F:44][C:41]1([F:43])[CH2:42][CH:40]1[CH2:39][N:38]1[C:33]2[C:34](=[N:35][C:30]([C:7]3[CH2:8][CH:9]4[CH2:13][N:12]([C:14]([O:16][C:17]([CH3:18])([CH3:19])[CH3:20])=[O:15])[CH2:11][CH:10]4[CH:21]=3)=[CH:31][CH:32]=2)[N:36]([CH3:47])[S:37]1(=[O:45])=[O:46]. (3) Given the reactants [C:1](=O)([O-])[O-].[K+].[K+].[Br:7][C:8]1[CH:9]=[C:10]([CH:12]=[CH:13][CH:14]=1)[NH2:11].[CH2:15](Br)[CH:16]=[CH2:17].[C:19](#N)[CH3:20], predict the reaction product. The product is: [Br:7][C:8]1[CH:9]=[C:10]([CH:12]=[CH:13][CH:14]=1)[N:11]([CH2:1][CH:19]=[CH2:20])[CH2:15][CH:16]=[CH2:17]. (4) Given the reactants [F:1][C:2]1[CH:8]=[CH:7][C:5]([NH2:6])=[CH:4][CH:3]=1.Br[CH2:10][C:11]1[CH:16]=[CH:15][C:14]([N+:17]([O-:19])=[O:18])=[CH:13][C:12]=1[CH2:20]Br.CCN(C(C)C)C(C)C, predict the reaction product. The product is: [F:1][C:2]1[CH:8]=[CH:7][C:5]([N:6]2[CH2:20][C:12]3[C:11](=[CH:16][CH:15]=[C:14]([N+:17]([O-:19])=[O:18])[CH:13]=3)[CH2:10]2)=[CH:4][CH:3]=1. (5) Given the reactants [Si:1]([O:8][CH2:9][C:10]1[N:11]=[C:12]([N:15]2[CH2:21][CH:20]3[O:22][CH:17]([CH2:18][CH2:19]3)[CH2:16]2)[S:13][CH:14]=1)([C:4]([CH3:7])([CH3:6])[CH3:5])([CH3:3])[CH3:2].[Li][CH2:24]CCC.IC, predict the reaction product. The product is: [Si:1]([O:8][CH2:9][C:10]1[N:11]=[C:12]([N:15]2[CH2:21][CH:20]3[O:22][CH:17]([CH2:18][CH2:19]3)[CH2:16]2)[S:13][C:14]=1[CH3:24])([C:4]([CH3:5])([CH3:6])[CH3:7])([CH3:2])[CH3:3]. (6) Given the reactants NC(N)=S.[CH3:5][N:6]([CH3:19])[S:7]([C:10]1[C:15]([Cl:16])=[CH:14][CH:13]=[C:12]([NH2:17])[C:11]=1[OH:18])(=[O:9])=[O:8].[F:20][C:21]1[C:26]([F:27])=[CH:25][CH:24]=[CH:23][C:22]=1[N:28]=[C:29]=[S:30], predict the reaction product. The product is: [Cl:16][C:15]1[CH:14]=[CH:13][C:12]([NH:17][C:29]([NH:28][C:22]2[CH:23]=[CH:24][CH:25]=[C:26]([F:27])[C:21]=2[F:20])=[S:30])=[C:11]([OH:18])[C:10]=1[S:7]([N:6]([CH3:19])[CH3:5])(=[O:9])=[O:8]. (7) Given the reactants [CH2:1]([C:5]1[N:10]2[N:11]=[CH:12][N:13]=[C:9]2[N:8]([C@H:14]2[CH2:19][CH2:18][C@H:17]([O:20][CH:21]([CH3:25])[CH:22]([OH:24])[CH3:23])[CH2:16][CH2:15]2)[C:7](=[O:26])[C:6]=1[CH2:27][C:28]1[CH:33]=[CH:32][C:31]([C:34]2[C:35]([C:40]#[N:41])=[CH:36][CH:37]=[CH:38][CH:39]=2)=[CH:30][CH:29]=1)[CH2:2][CH2:3][CH3:4].[CH3:42]C(OI1(OC(C)=O)(OC(C)=O)OC(=O)C2C1=CC=CC=2)=O.C(=O)([O-])O.[Na+].S([O-])([O-])(=O)=S.[Na+].[Na+], predict the reaction product. The product is: [CH2:1]([C:5]1[N:10]2[N:11]=[CH:12][N:13]=[C:9]2[N:8]([C@H:14]2[CH2:19][CH2:18][C@H:17]([O:20][CH:21]([CH3:25])[C:22]([OH:24])([CH3:42])[CH3:23])[CH2:16][CH2:15]2)[C:7](=[O:26])[C:6]=1[CH2:27][C:28]1[CH:33]=[CH:32][C:31]([C:34]2[C:35]([C:40]#[N:41])=[CH:36][CH:37]=[CH:38][CH:39]=2)=[CH:30][CH:29]=1)[CH2:2][CH2:3][CH3:4].